Dataset: Forward reaction prediction with 1.9M reactions from USPTO patents (1976-2016). Task: Predict the product of the given reaction. (1) Given the reactants [Br:1]Br.[CH3:3][C:4]12[CH2:14][CH:8]3[CH2:9][C:10]([CH3:13])([CH2:12][C:6]([C:15]([OH:17])=[O:16])([CH2:7]3)[CH2:5]1)[CH2:11]2.Cl.S([O-])([O-])=O.[Na+].[Na+], predict the reaction product. The product is: [Br:1][C:8]12[CH2:7][C:6]3([C:15]([OH:17])=[O:16])[CH2:12][C:10]([CH3:13])([CH2:11][C:4]([CH3:3])([CH2:5]3)[CH2:14]1)[CH2:9]2. (2) Given the reactants [CH3:1][O:2][C:3]1[CH:4]=[C:5]([CH:30]=[CH:31][C:32]=1[O:33][CH2:34][C:35]1[N:36]=[C:37]([C:41]2[CH:46]=[CH:45][CH:44]=[CH:43][CH:42]=2)[O:38][C:39]=1[CH3:40])[CH2:6][O:7][C:8]1[C:12](/[CH:13]=[CH:14]/[C:15](OCC)=[O:16])=[CH:11][N:10]([C:20]2[CH:25]=[CH:24][C:23]([C:26]([F:29])([F:28])[F:27])=[CH:22][CH:21]=2)[N:9]=1.[H-].C([Al+]CC(C)C)C(C)C.O.O.O.O.O.O.O.O.O.O.S([O-])([O-])(=O)=O.[Na+].[Na+], predict the reaction product. The product is: [CH3:1][O:2][C:3]1[CH:4]=[C:5]([CH:30]=[CH:31][C:32]=1[O:33][CH2:34][C:35]1[N:36]=[C:37]([C:41]2[CH:46]=[CH:45][CH:44]=[CH:43][CH:42]=2)[O:38][C:39]=1[CH3:40])[CH2:6][O:7][C:8]1[C:12](/[CH:13]=[CH:14]/[CH2:15][OH:16])=[CH:11][N:10]([C:20]2[CH:21]=[CH:22][C:23]([C:26]([F:27])([F:29])[F:28])=[CH:24][CH:25]=2)[N:9]=1. (3) Given the reactants [CH:1]([C:3]1[CH:8]=[CH:7][C:6]([B:9]([OH:11])[OH:10])=[CH:5][CH:4]=1)=[O:2].[CH3:12][C:13]([CH3:18])([CH2:16]O)[CH2:14]O, predict the reaction product. The product is: [CH3:12][C:13]1([CH3:18])[CH2:16][O:11][B:9]([C:6]2[CH:5]=[CH:4][C:3]([CH:1]=[O:2])=[CH:8][CH:7]=2)[O:10][CH2:14]1. (4) Given the reactants [CH3:1][S:2]([C:5]([C:8]1[CH:9]=[C:10]2[C:15](=[C:16]([C:18]3[CH:19]=C([CH:23]=[CH:24][CH:25]=3)C=O)[CH:17]=1)[N:14]=[CH:13][CH:12]=[CH:11]2)([CH3:7])[CH3:6])(=[O:4])=[O:3].[C-:26]#N.[Na+].[CH3:29][C:30]([OH:32])=[O:31], predict the reaction product. The product is: [CH3:26][O:31][C:30](=[O:32])[C:29]1[CH:23]=[CH:24][CH:25]=[C:18]([C:16]2[CH:17]=[C:8]([C:5]([S:2]([CH3:1])(=[O:4])=[O:3])([CH3:7])[CH3:6])[CH:9]=[C:10]3[C:15]=2[N:14]=[CH:13][CH:12]=[CH:11]3)[CH:19]=1. (5) Given the reactants [CH3:1][C:2]1[C:3](B(O)O)=[C:4]2[C:9](=[CH:10][CH:11]=1)[N:8]=[CH:7][CH:6]=[CH:5]2.[CH:15]1([C:18]2[NH:22][C:21]3[C:23](I)=[CH:24][C:25]([C:27]4[C:28]([CH3:33])=[N:29][O:30][C:31]=4[CH3:32])=[CH:26][C:20]=3[N:19]=2)[CH2:17][CH2:16]1.C(=O)([O-])[O-].[K+].[K+], predict the reaction product. The product is: [CH:15]1([C:18]2[NH:22][C:21]3[C:23]([C:3]4[C:2]([CH3:1])=[CH:11][CH:10]=[C:9]5[C:4]=4[CH:5]=[CH:6][CH:7]=[N:8]5)=[CH:24][C:25]([C:27]4[C:28]([CH3:33])=[N:29][O:30][C:31]=4[CH3:32])=[CH:26][C:20]=3[N:19]=2)[CH2:17][CH2:16]1. (6) Given the reactants [NH2:1][C:2]1[N:6]([C:7]2[CH:12]=[CH:11][C:10]([F:13])=[CH:9][CH:8]=2)[N:5]=[CH:4][C:3]=1[C:14](=[O:24])[C:15]1[CH:20]=[CH:19][CH:18]=[C:17]([N+:21]([O-])=O)[CH:16]=1.[Cl-].[NH4+], predict the reaction product. The product is: [NH2:1][C:2]1[N:6]([C:7]2[CH:12]=[CH:11][C:10]([F:13])=[CH:9][CH:8]=2)[N:5]=[CH:4][C:3]=1[C:14](=[O:24])[C:15]1[CH:20]=[CH:19][CH:18]=[C:17]([NH2:21])[CH:16]=1. (7) The product is: [C:10]([O:14]/[CH:2]=[CH:1]\[C:3]1[CH:8]=[CH:7][C:6]([CH3:9])=[CH:5][N:4]=1)([CH3:13])([CH3:12])[CH3:11]. Given the reactants [C:1]([C:3]1[CH:8]=[CH:7][C:6]([CH3:9])=[CH:5][N:4]=1)#[CH:2].[C:10]([OH:14])([CH3:13])([CH3:12])[CH3:11].CC(C)([O-])C.[K+], predict the reaction product.